From a dataset of Forward reaction prediction with 1.9M reactions from USPTO patents (1976-2016). Predict the product of the given reaction. (1) Given the reactants Br[C:2]1[CH:3]=[C:4]([CH2:7][O:8][Si:9]([C:12]([CH3:15])([CH3:14])[CH3:13])([CH3:11])[CH3:10])[S:5][CH:6]=1.[Cu](C#N)[C:17]#[N:18].N, predict the reaction product. The product is: [Si:9]([O:8][CH2:7][C:4]1[S:5][CH:6]=[C:2]([C:17]#[N:18])[CH:3]=1)([C:12]([CH3:15])([CH3:14])[CH3:13])([CH3:11])[CH3:10]. (2) Given the reactants [CH3:1][S:2][C:3](=[NH:5])[NH2:4].[OH-:6].[Na+].Cl[C:9]([O:11][CH2:12][C:13]1[CH:18]=[CH:17][C:16]([N+:19]([O-:21])=[O:20])=[CH:15][CH:14]=1)=[O:10], predict the reaction product. The product is: [N+:19]([C:16]1[CH:17]=[CH:18][C:13]([CH2:12][O:11][C:9]([NH:5][C:3](=[N:4][C:9]([O:11][CH2:12][C:13]2[CH:14]=[CH:15][C:16]([N+:19]([O-:21])=[O:20])=[CH:17][CH:18]=2)=[O:6])[S:2][CH3:1])=[O:10])=[CH:14][CH:15]=1)([O-:21])=[O:20]. (3) Given the reactants Br[C:2]1[CH:11]=[N:10][CH:9]=[C:8]2[C:3]=1[CH:4]=[C:5]([C:12]([NH2:14])=[O:13])[CH:6]=[N:7]2.[F:15][C:16]([F:27])([F:26])[C:17]1[CH:22]=[CH:21][C:20](B(O)O)=[CH:19][CH:18]=1.C(=O)([O-])[O-].[Cs+].[Cs+], predict the reaction product. The product is: [F:15][C:16]([F:27])([F:26])[C:17]1[CH:22]=[CH:21][C:20]([C:2]2[CH:11]=[N:10][CH:9]=[C:8]3[C:3]=2[CH:4]=[C:5]([C:12]([NH2:14])=[O:13])[CH:6]=[N:7]3)=[CH:19][CH:18]=1.